From a dataset of Full USPTO retrosynthesis dataset with 1.9M reactions from patents (1976-2016). Predict the reactants needed to synthesize the given product. (1) The reactants are: [F:1][C@H:2]([C@H:5]1[CH2:9][O:8]C(C)(C)[N:6]1C([O-])=O)[CH2:3][CH3:4].[ClH:15].CO. Given the product [ClH:15].[NH2:6][C@@H:5]([C@@H:2]([F:1])[CH2:3][CH3:4])[CH2:9][OH:8], predict the reactants needed to synthesize it. (2) Given the product [C:1]([N:8]1[CH2:13][CH2:12][C@H:11]([OH:14])[C@H:10]([F:15])[CH2:9]1)([O:3][C:4]([CH3:7])([CH3:6])[CH3:5])=[O:2], predict the reactants needed to synthesize it. The reactants are: [C:1]([N:8]1[CH2:13][CH2:12][C:11](=[O:14])[CH:10]([F:15])[CH2:9]1)([O:3][C:4]([CH3:7])([CH3:6])[CH3:5])=[O:2].[OH-].[Na+].